Dataset: hERG potassium channel inhibition data for cardiac toxicity prediction from Karim et al.. Task: Regression/Classification. Given a drug SMILES string, predict its toxicity properties. Task type varies by dataset: regression for continuous values (e.g., LD50, hERG inhibition percentage) or binary classification for toxic/non-toxic outcomes (e.g., AMES mutagenicity, cardiotoxicity, hepatotoxicity). Dataset: herg_karim. (1) The compound is CCN(CC)C(=O)C1CCCN(C(=O)CC2CCN(Cc3ccn(-c4ccc(C(F)(F)F)cc4)c3)CC2)C1. The result is 0 (non-blocker). (2) The drug is COc1cccc(COC(=O)c2c(-c3ccc(OC)c(OC)c3)csc2N)c1. The result is 1 (blocker). (3) The drug is Cc1ncoc1-c1nnc(SCCCN2C[C@H]3C[C@@]3(c3ccc(Br)cc3)C2)n1C. The result is 1 (blocker). (4) The compound is Cc1ncoc1-c1nnc(SCCCN2CC3CN(c4ccc(C(F)(F)F)cc4)C3C2)n1C. The result is 1 (blocker). (5) The drug is CCN(CCO)C(=O)c1cc2cccnn2c1-c1cccc(C(F)(F)F)c1. The result is 0 (non-blocker). (6) The compound is CC(N[C@H]1C[C@@H]1c1ccccc1)c1ccc2c(c1)OCCO2. The result is 0 (non-blocker).